Dataset: Catalyst prediction with 721,799 reactions and 888 catalyst types from USPTO. Task: Predict which catalyst facilitates the given reaction. Reactant: [S:1]1[C:5]2[CH2:6][NH:7][CH2:8][C:4]=2[CH:3]=[C:2]1[C:9]([O:11][CH3:12])=[O:10].[C:13](O)(=[O:18])[C:14]([CH3:17])([CH3:16])[CH3:15].F[P-](F)(F)(F)(F)F.C[N+](C)=C(N(C)C)ON1C2N=CC=CC=2N=N1.CN1CCOCC1. Product: [C:13]([N:7]1[CH2:8][C:4]2[CH:3]=[C:2]([C:9]([O:11][CH3:12])=[O:10])[S:1][C:5]=2[CH2:6]1)(=[O:18])[C:14]([CH3:17])([CH3:16])[CH3:15]. The catalyst class is: 2.